From a dataset of Forward reaction prediction with 1.9M reactions from USPTO patents (1976-2016). Predict the product of the given reaction. (1) Given the reactants C([O:8][C:9]1[CH:18]=[C:17]2[C:12]([C:13]([O:19][C:20]3[CH:25]=[CH:24][C:23]([N+:26]([O-])=O)=[C:22]([F:29])[CH:21]=3)=[CH:14][CH:15]=[N:16]2)=[CH:11][C:10]=1[O:30][CH3:31])C1C=CC=CC=1.[H][H], predict the reaction product. The product is: [NH2:26][C:23]1[CH:24]=[CH:25][C:20]([O:19][C:13]2[C:12]3[C:17](=[CH:18][C:9]([OH:8])=[C:10]([O:30][CH3:31])[CH:11]=3)[N:16]=[CH:15][CH:14]=2)=[CH:21][C:22]=1[F:29]. (2) Given the reactants [Cl:1][C:2]1[CH:3]=[C:4]([CH:8]2[C:13]([C:14]([OH:16])=O)=[C:12]([CH3:17])[NH:11][C:10](OC)=[N:9]2)[CH:5]=[CH:6][CH:7]=1.[C:20]1([CH:26]([C:30]2[CH:35]=[CH:34][CH:33]=[CH:32][CH:31]=2)[CH2:27][CH2:28][NH2:29])[CH:25]=[CH:24][CH:23]=[CH:22][CH:21]=1.CC[N:38]=C=NCCCN(C)C.Cl, predict the reaction product. The product is: [C:30]1([CH:26]([C:20]2[CH:21]=[CH:22][CH:23]=[CH:24][CH:25]=2)[CH2:27][CH2:28][NH:29][C:14]([C:13]2[CH:8]([C:4]3[CH:5]=[CH:6][CH:7]=[C:2]([Cl:1])[CH:3]=3)[N:9]=[C:10]([NH2:38])[NH:11][C:12]=2[CH3:17])=[O:16])[CH:31]=[CH:32][CH:33]=[CH:34][CH:35]=1. (3) Given the reactants [F:1][C:2]1[CH:3]=[C:4]([C:29]2[C:30]([C:35]#[N:36])=[CH:31][CH:32]=[CH:33][CH:34]=2)[CH:5]=[CH:6][C:7]=1[CH2:8][C:9]1[C:10](=[O:28])[N:11]([C@H:21]2[CH2:26][CH2:25][C@H:24]([OH:27])[CH2:23][CH2:22]2)[C:12]2[N:13]([N:18]=[CH:19][N:20]=2)[C:14]=1[CH2:15][CH2:16][CH3:17].FC(F)(F)S(O[Si](C(C)(C)C)(C)C)(=O)=O.[N:52]1C(C)=CC=CC=1C.[Cl-].O[NH3+].[C:63](=[O:66])([O-])[OH:64].[Na+], predict the reaction product. The product is: [F:1][C:2]1[CH:3]=[C:4]([C:29]2[CH:34]=[CH:33][CH:32]=[CH:31][C:30]=2[C:35]2[NH:52][C:63](=[O:66])[O:64][N:36]=2)[CH:5]=[CH:6][C:7]=1[CH2:8][C:9]1[C:10](=[O:28])[N:11]([C@H:21]2[CH2:26][CH2:25][C@H:24]([OH:27])[CH2:23][CH2:22]2)[C:12]2[N:13]([N:18]=[CH:19][N:20]=2)[C:14]=1[CH2:15][CH2:16][CH3:17]. (4) The product is: [CH3:39][C:36]1[S:35][C:34]([NH:33][C:31](=[O:32])[C:30]2[CH:29]=[CH:28][C:27]([O:26][C:25]3[CH:24]=[CH:23][N:22]=[C:21]4[NH:17][N:18]=[C:19]([CH:42]5[CH2:47][CH2:46][CH2:45][NH:44][CH2:43]5)[C:20]=34)=[CH:41][CH:40]=2)=[N:38][CH:37]=1. Given the reactants FC(F)(F)C(O)=O.COC1C=CC(C[N:17]2[C:21]3=[N:22][CH:23]=[CH:24][C:25]([O:26][C:27]4[CH:41]=[CH:40][C:30]([C:31]([NH:33][C:34]5[S:35][C:36]([CH3:39])=[CH:37][N:38]=5)=[O:32])=[CH:29][CH:28]=4)=[C:20]3[C:19]([CH:42]3[CH2:47][CH2:46][CH2:45][NH:44][CH2:43]3)=[N:18]2)=CC=1, predict the reaction product. (5) The product is: [NH2:1][C:2]1[N:7]=[C:6]([NH:8][C@H:9]([C:11]2[N:20]([C:21]3[CH:26]=[CH:25][CH:24]=[CH:23][CH:22]=3)[C:19](=[O:27])[C:18]3[C:13](=[CH:14][CH:15]=[CH:16][C:17]=3[C:36]3[CH:41]=[CH:40][N:39]=[N:38][CH:37]=3)[N:12]=2)[CH3:10])[C:5]([C:29]#[N:30])=[CH:4][N:3]=1. Given the reactants [NH2:1][C:2]1[N:7]=[C:6]([NH:8][C@H:9]([C:11]2[N:20]([C:21]3[CH:26]=[CH:25][CH:24]=[CH:23][CH:22]=3)[C:19](=[O:27])[C:18]3[C:13](=[CH:14][CH:15]=[CH:16][C:17]=3Cl)[N:12]=2)[CH3:10])[C:5]([C:29]#[N:30])=[CH:4][N:3]=1.C([Sn](CCCC)(CCCC)[C:36]1[CH:41]=[CH:40][N:39]=[N:38][CH:37]=1)CCC.O, predict the reaction product. (6) The product is: [CH3:10][C:7]1([CH3:11])[C:6]2[CH:12]=[C:2]([CH:21]=[O:22])[CH:3]=[CH:4][C:5]=2[O:9][CH2:8]1. Given the reactants Br[C:2]1[CH:3]=[CH:4][C:5]2[O:9][CH2:8][C:7]([CH3:11])([CH3:10])[C:6]=2[CH:12]=1.[Li]CCCC.CN([CH:21]=[O:22])C.O, predict the reaction product. (7) Given the reactants O=C1C2C(=CC=CC=2)C(=O)[N:3]1[CH2:12][C:13]1[N:17]([CH3:18])[C:16]([C:19]([O:21][CH3:22])=[O:20])=[CH:15][CH:14]=1.O.NN, predict the reaction product. The product is: [NH2:3][CH2:12][C:13]1[N:17]([CH3:18])[C:16]([C:19]([O:21][CH3:22])=[O:20])=[CH:15][CH:14]=1.